This data is from Forward reaction prediction with 1.9M reactions from USPTO patents (1976-2016). The task is: Predict the product of the given reaction. (1) Given the reactants [C:1]([C:5]1[CH:15]=[CH:14][C:8](/[CH:9]=[CH:10]/[C:11]([OH:13])=O)=[CH:7][CH:6]=1)([CH3:4])([CH3:3])[CH3:2].C(Cl)(=O)C(Cl)=O.[NH2:22][C:23]1[CH:24]=[C:25]([OH:29])[CH:26]=[CH:27][CH:28]=1.C([O-])([O-])=O.[K+].[K+].Cl, predict the reaction product. The product is: [C:1]([C:5]1[CH:6]=[CH:7][C:8](/[CH:9]=[CH:10]/[C:11]([NH:22][C:23]2[CH:28]=[CH:27][CH:26]=[C:25]([OH:29])[CH:24]=2)=[O:13])=[CH:14][CH:15]=1)([CH3:2])([CH3:3])[CH3:4]. (2) Given the reactants [H-].[Na+].[N:3]1[CH:8]=[CH:7][CH:6]=[CH:5][C:4]=1[NH:9][C:10]1[CH:19]=[CH:18][C:17]2[C:12](=[CH:13][CH:14]=[CH:15][CH:16]=2)[N:11]=1.Br[CH2:21][CH2:22][CH2:23][CH2:24][CH2:25][CH2:26][C:27]([O:29][CH2:30][CH3:31])=[O:28].[O-]S([O-])(=S)=O.[Na+].[Na+], predict the reaction product. The product is: [CH2:30]([O:29][C:27](=[O:28])[CH2:26][CH2:25][CH2:24][CH2:23][CH2:22][CH2:21][N:9]([C:4]1[CH:5]=[CH:6][CH:7]=[CH:8][N:3]=1)[C:10]1[CH:19]=[CH:18][C:17]2[C:12](=[CH:13][CH:14]=[CH:15][CH:16]=2)[N:11]=1)[CH3:31]. (3) Given the reactants Cl[C:2]1[N:7]=[C:6]([C:8]2[N:12]3[CH:13]=[CH:14][CH:15]=[CH:16][C:11]3=[N:10][CH:9]=2)[C:5]([Cl:17])=[CH:4][N:3]=1.[NH2:18][C:19]1[CH:28]=[CH:27][C:22]([C:23]([O:25][CH3:26])=[O:24])=[CH:21][C:20]=1[O:29][CH3:30].C1(C)C=CC(S(O)(=O)=O)=CC=1, predict the reaction product. The product is: [Cl:17][C:5]1[C:6]([C:8]2[N:12]3[CH:13]=[CH:14][CH:15]=[CH:16][C:11]3=[N:10][CH:9]=2)=[N:7][C:2]([NH:18][C:19]2[CH:28]=[CH:27][C:22]([C:23]([O:25][CH3:26])=[O:24])=[CH:21][C:20]=2[O:29][CH3:30])=[N:3][CH:4]=1.